From a dataset of Full USPTO retrosynthesis dataset with 1.9M reactions from patents (1976-2016). Predict the reactants needed to synthesize the given product. (1) Given the product [CH3:31][O:30][C:23]1[C:22]2[CH2:32][NH:33][C:34](=[O:35])[C:21]=2[C:20]([O:19][CH2:13][C:12]2[CH:15]=[CH:16][C:9]([O:8][CH3:7])=[CH:10][CH:11]=2)=[C:29]2[C:24]=1[CH:25]=[CH:26][CH:27]=[N:28]2, predict the reactants needed to synthesize it. The reactants are: C(=O)([O-])[O-].[K+].[K+].[CH3:7][O:8][C:9]1[CH:16]=[CH:15][C:12]([CH2:13]Cl)=[CH:11][CH:10]=1.[I-].[Na+].[OH:19][C:20]1[C:21]2[C:34](=[O:35])[NH:33][CH2:32][C:22]=2[C:23]([O:30][CH3:31])=[C:24]2[C:29]=1[N:28]=[CH:27][CH:26]=[CH:25]2. (2) Given the product [CH3:18][C:17]([CH3:19])([CH3:20])[CH2:16][N:15]1[C:10]2[C:11](=[N:12][C:7]([C:5]3[CH:4]4[CH2:23][CH2:24][CH:1]([CH:6]=3)[N:2]([C:30]([C:27]3[CH:28]=[CH:29][O:25][N:26]=3)=[O:31])[CH2:3]4)=[CH:8][CH:9]=2)[N:13]([CH3:22])[C:14]1=[O:21], predict the reactants needed to synthesize it. The reactants are: [CH:1]12[CH2:24][CH2:23][CH:4]([C:5]([C:7]3[N:12]=[C:11]4[N:13]([CH3:22])[C:14](=[O:21])[N:15]([CH2:16][C:17]([CH3:20])([CH3:19])[CH3:18])[C:10]4=[CH:9][CH:8]=3)=[CH:6]1)[CH2:3][NH:2]2.[O:25]1[CH:29]=[CH:28][C:27]([C:30](O)=[O:31])=[N:26]1.CCN(C(C)C)C(C)C.CN(C(ON1N=NC2C=CC=NC1=2)=[N+](C)C)C.F[P-](F)(F)(F)(F)F. (3) Given the product [F:22][C:19]1[CH:20]=[CH:21][C:16]([N:1]2[CH2:6][CH2:5][CH2:4][C@@H:3]([NH:7][C:8](=[O:14])[O:9][C:10]([CH3:11])([CH3:13])[CH3:12])[CH2:2]2)=[CH:17][CH:18]=1, predict the reactants needed to synthesize it. The reactants are: [NH:1]1[CH2:6][CH2:5][CH2:4][C@@H:3]([NH:7][C:8](=[O:14])[O:9][C:10]([CH3:13])([CH3:12])[CH3:11])[CH2:2]1.Br[C:16]1[CH:21]=[CH:20][C:19]([F:22])=[CH:18][CH:17]=1.C(P(C(C)(C)C)C1C=CC=CC=1C1C=CC=CC=1)(C)(C)C.CC(C)([O-])C.[Na+]. (4) The reactants are: [Cl:1][C:2]1[CH:19]=[CH:18][C:5]2[N:6]([CH2:11][CH2:12][CH2:13][S:14]([CH3:17])(=[O:16])=[O:15])[C:7]([CH2:9]Cl)=[N:8][C:4]=2[CH:3]=1.[CH3:20][S:21]([C:24]1[C:32]2[C:27](=[CH:28][N:29]=[CH:30][CH:31]=2)[NH:26][N:25]=1)(=[O:23])=[O:22].C(S(C1C2C(=CC=CC=2)NN=1)(=O)=O)(C)C. Given the product [Cl:1][C:2]1[CH:19]=[CH:18][C:5]2[N:6]([CH2:11][CH2:12][CH2:13][S:14]([CH3:17])(=[O:16])=[O:15])[C:7]([CH2:9][N:26]3[C:27]4=[CH:28][N:29]=[CH:30][CH:31]=[C:32]4[C:24]([S:21]([CH3:20])(=[O:22])=[O:23])=[N:25]3)=[N:8][C:4]=2[CH:3]=1, predict the reactants needed to synthesize it.